This data is from Catalyst prediction with 721,799 reactions and 888 catalyst types from USPTO. The task is: Predict which catalyst facilitates the given reaction. (1) Reactant: [CH2:1]([O:8][C:9]([N:11]1[CH2:15][CH2:14][CH2:13][C@H:12]1[C:16]1[N:17]=[C:18]2[C:23](Br)=[CH:22][CH:21]=[CH:20][N:19]2[CH:25]=1)=[O:10])[C:2]1[CH:7]=[CH:6][CH:5]=[CH:4][CH:3]=1.[C:26]1([CH3:35])[CH:31]=[CH:30][CH:29]=[CH:28][C:27]=1B(O)O.C(=O)([O-])[O-].[K+].[K+]. Product: [CH2:1]([O:8][C:9]([N:11]1[CH2:15][CH2:14][CH2:13][C@H:12]1[C:16]1[N:17]=[C:18]2[C:23]([C:27]3[CH:28]=[CH:29][CH:30]=[CH:31][C:26]=3[CH3:35])=[CH:22][CH:21]=[CH:20][N:19]2[CH:25]=1)=[O:10])[C:2]1[CH:7]=[CH:6][CH:5]=[CH:4][CH:3]=1. The catalyst class is: 73. (2) Reactant: [NH:1]1[CH2:6][CH2:5][CH:4]([NH:7][C:8](=O)OC(C)(C)C)[CH2:3][CH2:2]1.[CH3:15]CN(C(C)C)C(C)C.[Cl:24][C:25]1[CH:30]=[C:29]([C:31]2[N:32]=[N:33][N:34](C)[N:35]=2)[CH:28]=[C:27](Cl)[N:26]=1.Cl.O1CCOCC1. Product: [Cl:24][C:25]1[N:26]=[C:27]([N:1]2[CH2:2][CH2:3][CH:4]([NH:7][CH3:8])[CH2:5][CH2:6]2)[CH:28]=[C:29]([C:31]2[N:32]([CH3:15])[N:33]=[N:34][N:35]=2)[CH:30]=1. The catalyst class is: 296. (3) Reactant: [F:1][CH2:2][C:3]1[CH:12]=[CH:11][C:10]2[C:5](=[CH:6][CH:7]=[CH:8][C:9]=2[N:13]2[CH2:18][CH2:17][N:16](C(OC(C)(C)C)=O)[CH2:15][CH2:14]2)[N:4]=1. Product: [F:1][CH2:2][C:3]1[CH:12]=[CH:11][C:10]2[C:5](=[CH:6][CH:7]=[CH:8][C:9]=2[N:13]2[CH2:18][CH2:17][NH:16][CH2:15][CH2:14]2)[N:4]=1. The catalyst class is: 137. (4) Reactant: Cl.CC1(C)O[C@@H]([O:9][C:10]2[CH:33]=[CH:32][C:13]3[C:14]([O:24][CH2:25][C:26]4[CH:31]=[CH:30][CH:29]=[CH:28][CH:27]=4)=[C:15](C(OCC)=O)[C:16](=[O:18])[O:17][C:12]=3[C:11]=2[CH3:34])[C@H](O)[C@H](O)[C@H]1OC.ClCCl. Product: [C:26]1([CH:25]([C:10]2[CH:33]=[CH:32][CH:13]=[CH:12][CH:11]=2)[O:24][C:14]2[C:13]3[CH:32]=[CH:33][C:10]([OH:9])=[C:11]([CH3:34])[C:12]=3[O:17][C:16](=[O:18])[CH:15]=2)[CH:31]=[CH:30][CH:29]=[CH:28][CH:27]=1. The catalyst class is: 5.